This data is from Catalyst prediction with 721,799 reactions and 888 catalyst types from USPTO. The task is: Predict which catalyst facilitates the given reaction. (1) Reactant: [C:1]([C:5]1[CH:9]=[C:8]([NH2:10])[N:7]([C:11]2[CH:16]=[CH:15][CH:14]=[CH:13][CH:12]=2)[N:6]=1)([CH3:4])([CH3:3])[CH3:2].[OH-].[Na+].[C:19](Cl)(=[O:26])[O:20][CH2:21][C:22]([Cl:25])([Cl:24])[Cl:23]. Product: [C:1]([C:5]1[CH:9]=[C:8]([NH:10][C:19](=[O:26])[O:20][CH2:21][C:22]([Cl:25])([Cl:24])[Cl:23])[N:7]([C:11]2[CH:16]=[CH:15][CH:14]=[CH:13][CH:12]=2)[N:6]=1)([CH3:4])([CH3:2])[CH3:3]. The catalyst class is: 13. (2) Reactant: [Cl:1][C:2]1[C:6]([Cl:7])=[C:5]([CH3:8])[NH:4][C:3]=1[C:9]([NH:11][CH:12]1[CH2:15][N:14]([C:16]2[S:17][C:18]([C:21]([O:23]C)=[O:22])=[CH:19][N:20]=2)[CH2:13]1)=[O:10].[OH-].[Li+]. Product: [Cl:1][C:2]1[C:6]([Cl:7])=[C:5]([CH3:8])[NH:4][C:3]=1[C:9]([NH:11][CH:12]1[CH2:15][N:14]([C:16]2[S:17][C:18]([C:21]([OH:23])=[O:22])=[CH:19][N:20]=2)[CH2:13]1)=[O:10]. The catalyst class is: 5. (3) Reactant: [F:1][C:2]1[CH:3]=[C:4]([CH2:9][CH2:10][C:11]([OH:13])=[O:12])[CH:5]=[CH:6][C:7]=1[F:8].[C:14](Cl)(=O)[CH3:15]. Product: [F:1][C:2]1[CH:3]=[C:4]([CH2:9][CH2:10][C:11]([O:13][CH2:14][CH3:15])=[O:12])[CH:5]=[CH:6][C:7]=1[F:8]. The catalyst class is: 14. (4) Reactant: [NH2:1][CH2:2][C@H:3]1[CH2:8][CH2:7][C@H:6]([CH2:9][NH:10][C:11]2[N:20]=[C:19]([N:21]([CH3:23])[CH3:22])[C:18]3[C:13](=[CH:14][CH:15]=[CH:16][CH:17]=3)[N:12]=2)[CH2:5][CH2:4]1.C(N(C(C)C)CC)(C)C.[CH3:33][CH:34]([S:36](Cl)(=[O:38])=[O:37])[CH3:35]. Product: [CH3:22][N:21]([CH3:23])[C:19]1[C:18]2[C:13](=[CH:14][CH:15]=[CH:16][CH:17]=2)[N:12]=[C:11]([NH:10][CH2:9][C@H:6]2[CH2:7][CH2:8][C@H:3]([CH2:2][NH:1][S:36]([CH:34]([CH3:35])[CH3:33])(=[O:38])=[O:37])[CH2:4][CH2:5]2)[N:20]=1. The catalyst class is: 2. (5) Reactant: Br[CH2:2][CH2:3][CH2:4][CH2:5][Cl:6].C(=O)([O-])[O-].[Cs+].[Cs+].[OH:13][C:14]1[CH:19]=[CH:18][CH:17]=[CH:16][C:15]=1/[CH:20]=[CH:21]/[CH:22]([CH2:35][C:36]1[CH:41]=[CH:40][C:39]([C:42]([O:44][CH3:45])=[O:43])=[CH:38][CH:37]=1)[CH2:23][CH2:24][C:25]1[CH:34]=[CH:33][C:28]([C:29]([O:31][CH3:32])=[O:30])=[CH:27][CH:26]=1. Product: [Cl:6][CH2:5][CH2:4][CH2:3][CH2:2][O:13][C:14]1[CH:19]=[CH:18][CH:17]=[CH:16][C:15]=1/[CH:20]=[CH:21]/[CH:22]([CH2:35][C:36]1[CH:37]=[CH:38][C:39]([C:42]([O:44][CH3:45])=[O:43])=[CH:40][CH:41]=1)[CH2:23][CH2:24][C:25]1[CH:34]=[CH:33][C:28]([C:29]([O:31][CH3:32])=[O:30])=[CH:27][CH:26]=1. The catalyst class is: 11.